Dataset: Catalyst prediction with 721,799 reactions and 888 catalyst types from USPTO. Task: Predict which catalyst facilitates the given reaction. (1) Reactant: [Cl:1][C:2]1[CH:7]=[CH:6][CH:5]=[C:4]([CH3:8])[C:3]=1[S:9]([N:12]([CH2:16][CH2:17][O:18][CH2:19][C:20](O)=[O:21])[CH:13]1[CH2:15][CH2:14]1)(=[O:11])=[O:10].C(N(C(C)C)CC)(C)C.C1C=CC2N(O)N=NC=2C=1.CCN=C=NCCCN(C)C.Cl.Cl.[CH:55]1([N:58]2[CH2:63][CH2:62][N:61]([C:64]3([CH2:70][NH:71][C:72](=[O:79])[C:73]4[CH:78]=[CH:77][N:76]=[CH:75][CH:74]=4)[CH2:69][CH2:68][NH:67][CH2:66][CH2:65]3)[CH2:60][CH2:59]2)[CH2:57][CH2:56]1. Product: [Cl:1][C:2]1[CH:7]=[CH:6][CH:5]=[C:4]([CH3:8])[C:3]=1[S:9]([N:12]([CH2:16][CH2:17][O:18][CH2:19][C:20]([N:67]1[CH2:66][CH2:65][C:64]([CH2:70][NH:71][C:72](=[O:79])[C:73]2[CH:78]=[CH:77][N:76]=[CH:75][CH:74]=2)([N:61]2[CH2:60][CH2:59][N:58]([CH:55]3[CH2:56][CH2:57]3)[CH2:63][CH2:62]2)[CH2:69][CH2:68]1)=[O:21])[CH:13]1[CH2:14][CH2:15]1)(=[O:10])=[O:11]. The catalyst class is: 139. (2) Reactant: [S:1]1[C:5]2[CH:6]=[CH:7][CH:8]=[CH:9][C:4]=2[N:3]=[C:2]1[NH:10][C:11]1[CH:16]=[CH:15][C:14]([OH:17])=[CH:13][CH:12]=1.[H-].[Na+].F[C:21]1[C:26]([CH:27]2[CH2:32][CH2:31][N:30]([C:33](=[O:35])[CH3:34])[CH2:29][CH2:28]2)=[CH:25][CH:24]=[CH:23][N:22]=1. Product: [S:1]1[C:5]2[CH:6]=[CH:7][CH:8]=[CH:9][C:4]=2[N:3]=[C:2]1[NH:10][C:11]1[CH:16]=[CH:15][C:14]([O:17][C:21]2[C:26]([CH:27]3[CH2:28][CH2:29][N:30]([C:33](=[O:35])[CH3:34])[CH2:31][CH2:32]3)=[CH:25][CH:24]=[CH:23][N:22]=2)=[CH:13][CH:12]=1. The catalyst class is: 60. (3) Reactant: [CH3:1][CH:2]([CH2:8][C:9]1[CH:14]=[CH:13][CH:12]=[CH:11][N:10]=1)[C:3]([O:5][CH2:6][CH3:7])=[O:4].ClC1C=CC=C(C(OO)=O)C=1.C[Si]([C:30]#[N:31])(C)C.CN(C)C(Cl)=O. Product: [C:30]([C:11]1[N:10]=[C:9]([CH2:8][CH:2]([CH3:1])[C:3]([O:5][CH2:6][CH3:7])=[O:4])[CH:14]=[CH:13][CH:12]=1)#[N:31]. The catalyst class is: 84.